Task: Binary Classification. Given a miRNA mature sequence and a target amino acid sequence, predict their likelihood of interaction.. Dataset: Experimentally validated miRNA-target interactions with 360,000+ pairs, plus equal number of negative samples (1) The miRNA is hsa-miR-6873-3p with sequence UUCUCUCUGUCUUUCUCUCUCAG. The protein sequence of the target gene is MGLQQEISLQPWCHHPAESCQTTTDMTERLSAEQIKEYKGVFEMFDEEGNGEVKTGELEWLMSLLGINPTKSELASMAKDVDRDNKGFFNCDGFLALMGVYHEKAQNQESELRAAFRVFDKEGKGYIDWNTLKYVLMNAGEPLNEVEAEQMMKEADKDGDRTIDYEEFVAMMTGESFKLIQ. Result: 0 (no interaction). (2) The miRNA is hsa-miR-99a-5p with sequence AACCCGUAGAUCCGAUCUUGUG. The protein sequence of the target gene is MAASTDMAGLEESFRKFAIHGDPKASGQEMNGKNWAKLCKDCKVADGKSVTGTDVDIVFSKVKGKSARVINYEEFKKALEELATKRFKGKSKEEAFDAICQLVAGKEPANVGVTKAKTGGAVDRLTDTSRYTGSHKERFDESGKGKGIAGRQDILDDSGYVSAYKNAGTYDAKVKK. Result: 1 (interaction). (3) The miRNA is hsa-miR-1299 with sequence UUCUGGAAUUCUGUGUGAGGGA. The protein sequence of the target gene is MATSANLDIGAQLIVEECPSSYISGMPDIKLEHQLDPNPDEGAAQGVAMGMKFILPNRFDMNVCSRFVKSLNEEDSKNIQDQVNSDLEVASVLFKAECNIHTSPSPGIQVRHVYTPSTTKHFSPIKQSTTLTNKHRGNEVSTTPLLANSLSAHQLAAQGEMLYLATRIEQENVINHTDEEGFTPLMWAAAHGQIAVVEFLLQNGADPQLLGKGRESALSLACSKGYTDIVKMLLDCGVDVNEYDWNGGTPLLYAVHGNHVKCVKMLLENGADPTIETDSGYNSMDLAVALGYRGVQQAIE.... Result: 0 (no interaction).